From a dataset of Forward reaction prediction with 1.9M reactions from USPTO patents (1976-2016). Predict the product of the given reaction. (1) The product is: [CH3:1][N:2]1[C:3]2[CH:8]=[CH:7][C:6]([N+:9]([O-:11])=[O:10])=[CH:5][C:4]=2[N:12]=[N:14]1. Given the reactants [CH3:1][NH:2][C:3]1[C:4]([NH2:12])=[CH:5][C:6]([N+:9]([O-:11])=[O:10])=[CH:7][CH:8]=1.Cl.[N:14]([O-])=O.[Na+].[OH-].[K+], predict the reaction product. (2) Given the reactants C([O:5][C:6](=[O:26])[C:7]([S:10][C:11]1[S:12][CH:13]=[C:14]([CH2:16][CH2:17][NH:18][C:19]2[N:24]=[CH:23][C:22](Br)=[CH:21][N:20]=2)[N:15]=1)([CH3:9])[CH3:8])(C)(C)C.Cl[CH2:28][C:29]1[CH:30]=[N:31][N:32]([C:34]2[CH:39]=[CH:38][CH:37]=[CH:36][CH:35]=2)[CH:33]=1.Cl.[CH3:41][NH:42][CH3:43], predict the reaction product. The product is: [CH3:41][N:42]([CH3:43])[C:22]1[CH:23]=[N:24][C:19]([N:18]([CH2:28][C:29]2[CH:30]=[N:31][N:32]([C:34]3[CH:39]=[CH:38][CH:37]=[CH:36][CH:35]=3)[CH:33]=2)[CH2:17][CH2:16][C:14]2[N:15]=[C:11]([S:10][C:7]([CH3:8])([CH3:9])[C:6]([OH:5])=[O:26])[S:12][CH:13]=2)=[N:20][CH:21]=1. (3) Given the reactants [CH2:1]([CH:3]([CH2:25][CH2:26][CH2:27][CH3:28])[CH2:4][O:5][C:6]1[CH:7]=[C:8]([CH:13]=[C:14]([O:16][CH2:17][CH:18]([CH2:23][CH3:24])[CH2:19][CH2:20][CH2:21][CH3:22])[CH:15]=1)[C:9]([O:11]C)=[O:10])[CH3:2].[OH-].[K+].Cl, predict the reaction product. The product is: [CH2:23]([CH:18]([CH2:19][CH2:20][CH2:21][CH3:22])[CH2:17][O:16][C:14]1[CH:13]=[C:8]([CH:7]=[C:6]([O:5][CH2:4][CH:3]([CH2:1][CH3:2])[CH2:25][CH2:26][CH2:27][CH3:28])[CH:15]=1)[C:9]([OH:11])=[O:10])[CH3:24]. (4) Given the reactants [Li+].CC([N-]C(C)C)C.[CH2:9]([CH:12]([CH2:18][CH:19]=[CH2:20])[C:13]([O:15][CH2:16][CH3:17])=[O:14])[CH:10]=[CH2:11].C1C=CC(S(N(S(C2C=CC=CC=2)(=O)=O)[F:31])(=O)=O)=CC=1.[Cl-].[NH4+].Cl, predict the reaction product. The product is: [CH2:18]([C:12]([F:31])([CH2:9][CH:10]=[CH2:11])[C:13]([O:15][CH2:16][CH3:17])=[O:14])[CH:19]=[CH2:20]. (5) Given the reactants [Cl:1][C:2]1[CH:10]=[CH:9][CH:8]=[C:7]2[C:3]=1[C:4]([CH:34]=[O:35])=[CH:5][N:6]2[C@@H:11]1[O:28][C@H:27]([CH2:29][O:30][C:31](=[O:33])[CH3:32])[C@@H:22]([O:23][C:24](=[O:26])[CH3:25])[C@H:17]([O:18][C:19](=[O:21])[CH3:20])[C@H:12]1[O:13][C:14](=[O:16])[CH3:15].[F:36][CH:37]([F:48])[O:38][C:39]1[CH:44]=[CH:43][C:42](B(O)O)=[CH:41][CH:40]=1.C(P(C(C)(C)C)C(C)(C)C)(C)(C)C.COCCOC, predict the reaction product. The product is: [Cl:1][C:2]1[CH:10]=[CH:9][CH:8]=[C:7]2[C:3]=1[C:4]([CH:34]([C:42]1[CH:43]=[CH:44][C:39]([O:38][CH:37]([F:48])[F:36])=[CH:40][CH:41]=1)[OH:35])=[CH:5][N:6]2[C@@H:11]1[O:28][C@H:27]([CH2:29][O:30][C:31](=[O:33])[CH3:32])[C@@H:22]([O:23][C:24](=[O:26])[CH3:25])[C@H:17]([O:18][C:19](=[O:21])[CH3:20])[C@H:12]1[O:13][C:14](=[O:16])[CH3:15].